From a dataset of Reaction yield outcomes from USPTO patents with 853,638 reactions. Predict the reaction yield, written as a fraction of the theoretical maximum amount of product (1.0 means a 100% yield; for example, 0.34 means a 34% yield). The reactants are Br[C:2]1[CH:3]=[C:4]2[S:10][CH:9]=[CH:8][C:5]2=[N:6][CH:7]=1.BrC1C=NC2=CSC=C2C=1.CC1(C)C(C)(C)OB([C:29]2[CH:34]=[CH:33][C:32]([CH2:35][C:36]([NH:38][C:39]3[CH:43]=[C:42]([C:44]4([C:47]([F:50])([F:49])[F:48])[CH2:46][CH2:45]4)[O:41][N:40]=3)=[O:37])=[CH:31][CH:30]=2)O1.C([O-])([O-])=O.[Na+].[Na+]. The catalyst is O.CC#N. The product is [S:10]1[C:4]2[C:5](=[N:6][CH:7]=[C:2]([C:29]3[CH:30]=[CH:31][C:32]([CH2:35][C:36]([NH:38][C:39]4[CH:43]=[C:42]([C:44]5([C:47]([F:50])([F:48])[F:49])[CH2:45][CH2:46]5)[O:41][N:40]=4)=[O:37])=[CH:33][CH:34]=3)[CH:3]=2)[CH:8]=[CH:9]1. The yield is 0.260.